This data is from Full USPTO retrosynthesis dataset with 1.9M reactions from patents (1976-2016). The task is: Predict the reactants needed to synthesize the given product. (1) Given the product [CH:1]1([C:4]#[C:5][C:6]#[C:7][C:8]#[C:9][C:10]2[CH:11]=[CH:12][C:13]([C:14]([OH:16])=[O:15])=[CH:18][CH:19]=2)[CH2:3][CH2:2]1, predict the reactants needed to synthesize it. The reactants are: [CH:1]1([C:4]#[C:5][C:6]#[C:7][C:8]#[C:9][C:10]2[CH:19]=[CH:18][C:13]([C:14]([O:16]C)=[O:15])=[CH:12][CH:11]=2)[CH2:3][CH2:2]1.[OH-].[Na+]. (2) The reactants are: [CH3:1][NH:2][C@@H:3]([CH2:8][CH:9]=[CH2:10])[C:4]([O:6][CH3:7])=[O:5].[CH2:11]([O:13][C:14]1[CH:18]=[CH:17][S:16][C:15]=1[C:19]([OH:21])=O)[CH3:12]. Given the product [CH2:11]([O:13][C:14]1[CH:18]=[CH:17][S:16][C:15]=1[C:19]([N:2]([C@@H:3]([CH2:8][CH:9]=[CH2:10])[C:4]([O:6][CH3:7])=[O:5])[CH3:1])=[O:21])[CH3:12], predict the reactants needed to synthesize it. (3) Given the product [C:1]([C:3]1[CH:4]=[CH:5][C:6]([CH2:9][CH2:10][N:11]2[CH2:16][CH2:15][C:14]([CH2:18][O:19][C:20]3[CH:25]=[CH:24][C:23]([CH2:26][OH:27])=[CH:22][CH:21]=3)([OH:17])[CH2:13][CH2:12]2)=[CH:7][CH:8]=1)#[N:2], predict the reactants needed to synthesize it. The reactants are: [C:1]([C:3]1[CH:8]=[CH:7][C:6]([CH2:9][CH2:10][N:11]2[CH2:16][CH2:15][C:14]([CH2:18][O:19][C:20]3[CH:25]=[CH:24][C:23]([CH:26]=[O:27])=[CH:22][CH:21]=3)([OH:17])[CH2:13][CH2:12]2)=[CH:5][CH:4]=1)#[N:2].[BH4-].[Na+].O. (4) Given the product [CH3:27][C:6]1[CH:7]=[C:8]([C:12]2[NH:21][C:20](=[O:22])[C:19]3[C:14](=[CH:15][C:16]([O:25][CH3:26])=[CH:17][C:18]=3[O:23][CH3:24])[N:13]=2)[CH:9]=[C:10]([CH3:11])[C:5]=1[O:4][CH2:3][CH2:2][N:32]1[CH2:33][CH2:34][N:29]([CH3:28])[CH2:30][CH2:31]1, predict the reactants needed to synthesize it. The reactants are: Br[CH2:2][CH2:3][O:4][C:5]1[C:10]([CH3:11])=[CH:9][C:8]([C:12]2[NH:21][C:20](=[O:22])[C:19]3[C:14](=[CH:15][C:16]([O:25][CH3:26])=[CH:17][C:18]=3[O:23][CH3:24])[N:13]=2)=[CH:7][C:6]=1[CH3:27].[CH3:28][N:29]1[CH2:34][CH2:33][NH:32][CH2:31][CH2:30]1. (5) Given the product [CH2:13]([CH:12]([CH2:15][CH3:16])[CH2:11][N:7]1[C:8]2[C:4](=[CH:3][C:2]([C:23]3[CH:22]=[CH:21][C:20]([O:19][C:18]([F:17])([F:29])[F:30])=[CH:25][CH:24]=3)=[CH:10][CH:9]=2)[CH:5]=[CH:6]1)[CH3:14], predict the reactants needed to synthesize it. The reactants are: Br[C:2]1[CH:3]=[C:4]2[C:8](=[CH:9][CH:10]=1)[N:7]([CH2:11][CH:12]([CH2:15][CH3:16])[CH2:13][CH3:14])[CH:6]=[CH:5]2.[F:17][C:18]([F:30])([F:29])[O:19][C:20]1[CH:25]=[CH:24][C:23](B(O)O)=[CH:22][CH:21]=1.